This data is from Forward reaction prediction with 1.9M reactions from USPTO patents (1976-2016). The task is: Predict the product of the given reaction. (1) Given the reactants [C:1]([C:3]1[CH:4]=[C:5]([CH2:10][C:11]([OH:13])=[O:12])[CH:6]=[CH:7][C:8]=1[F:9])#[N:2], predict the reaction product. The product is: [C:1]([C:3]1[CH:4]=[C:5]([CH2:10][C:11]([O:13][C:3]([CH3:4])([CH3:8])[CH3:1])=[O:12])[CH:6]=[CH:7][C:8]=1[F:9])#[N:2]. (2) Given the reactants Cl.[F:2][C:3]1[CH:20]=[C:19]([S:21]([CH3:24])(=[O:23])=[O:22])[CH:18]=[CH:17][C:4]=1[CH2:5][O:6][CH2:7][C@@H:8]1[CH2:10][C@@H:9]1[CH:11]1[CH2:16][CH2:15][NH:14][CH2:13][CH2:12]1.[C:25]([O-:28])([O-])=O.[Cs+].[Cs+].Cl[C:32]1[CH:37]=[CH:36][N:35]=[C:34](C=O)[N:33]=1, predict the reaction product. The product is: [F:2][C:3]1[CH:20]=[C:19]([S:21]([CH3:24])(=[O:23])=[O:22])[CH:18]=[CH:17][C:4]=1[CH2:5][O:6][CH2:7][C@@H:8]1[CH2:10][C@@H:9]1[CH:11]1[CH2:12][CH2:13][N:14]([C:34]2[N:35]=[CH:36][C:37]([CH:25]=[O:28])=[CH:32][N:33]=2)[CH2:15][CH2:16]1. (3) The product is: [CH2:9]([N:11]([CH2:12][CH3:13])[C:2]1[O:6][C:5]([CH:7]=[O:8])=[CH:4][CH:3]=1)[CH3:10]. Given the reactants Br[C:2]1[O:6][C:5]([CH:7]=[O:8])=[CH:4][CH:3]=1.[CH2:9]([NH:11][CH2:12][CH3:13])[CH3:10], predict the reaction product. (4) Given the reactants C1(P(C2C=CC=CC=2)C2C=CC=CC=2)C=CC=CC=1.[Cl:20][C:21]1[CH:22]=[CH:23][C:24]([O:31][CH3:32])=[C:25]([S:27](Cl)(=O)=O)[CH:26]=1, predict the reaction product. The product is: [Cl:20][C:21]1[CH:22]=[CH:23][C:24]([O:31][CH3:32])=[C:25]([SH:27])[CH:26]=1.